From a dataset of Peptide-MHC class I binding affinity with 185,985 pairs from IEDB/IMGT. Regression. Given a peptide amino acid sequence and an MHC pseudo amino acid sequence, predict their binding affinity value. This is MHC class I binding data. (1) The peptide sequence is ILIRLTLLL. The MHC is HLA-A02:02 with pseudo-sequence HLA-A02:02. The binding affinity (normalized) is 0.751. (2) The peptide sequence is IRFPKTFGY. The MHC is HLA-A68:02 with pseudo-sequence HLA-A68:02. The binding affinity (normalized) is 0.146. (3) The peptide sequence is LLDAHIPQLVA. The MHC is HLA-B08:01 with pseudo-sequence HLA-B08:01. The binding affinity (normalized) is 0.